From a dataset of Full USPTO retrosynthesis dataset with 1.9M reactions from patents (1976-2016). Predict the reactants needed to synthesize the given product. (1) Given the product [C:1]([O:5][C:6]([N:8]1[CH2:9][CH:10]2[CH:14]([CH2:13][N:12]([C:16](=[O:19])[CH2:17][CH3:18])[CH2:11]2)[CH2:15]1)=[O:7])([CH3:4])([CH3:2])[CH3:3], predict the reactants needed to synthesize it. The reactants are: [C:1]([O:5][C:6]([N:8]1[CH2:15][CH:14]2[CH:10]([CH2:11][NH:12][CH2:13]2)[CH2:9]1)=[O:7])([CH3:4])([CH3:3])[CH3:2].[C:16](O)(=[O:19])[CH2:17][CH3:18].C(N(CC)CC)C.F[P-](F)(F)(F)(F)F.N1(OC(N(C)C)=[N+](C)C)C2C=CC=CC=2N=N1. (2) Given the product [C:16]([C:20]1[CH:21]=[CH:22][C:23]([S:26]([N:29]([C:30]2[CH:31]=[CH:32][C:33]([CH3:36])=[CH:34][CH:35]=2)[CH2:2][C:3]([N:8]([CH2:6][CH3:7])[CH2:9][C:10]2[CH:15]=[CH:14][N:13]=[CH:12][CH:11]=2)=[O:4])(=[O:28])=[O:27])=[CH:24][CH:25]=1)([CH3:19])([CH3:18])[CH3:17], predict the reactants needed to synthesize it. The reactants are: Br[CH2:2][C:3](Br)=[O:4].[CH2:6]([NH:8][CH2:9][C:10]1[CH:15]=[CH:14][N:13]=[CH:12][CH:11]=1)[CH3:7].[C:16]([C:20]1[CH:25]=[CH:24][C:23]([S:26]([NH:29][C:30]2[CH:35]=[CH:34][C:33]([CH3:36])=[CH:32][CH:31]=2)(=[O:28])=[O:27])=[CH:22][CH:21]=1)([CH3:19])([CH3:18])[CH3:17]. (3) Given the product [Br-:22].[OH:9][C:8]([C:16]1[CH:21]=[CH:20][CH:19]=[CH:18][CH:17]=1)([C:10]1[CH:15]=[CH:14][CH:13]=[CH:12][CH:11]=1)[C:4]12[CH2:7][N+:1]([CH2:23][CH2:24][O:25][CH3:26])([CH2:6][CH2:5]1)[CH2:2][CH2:3]2, predict the reactants needed to synthesize it. The reactants are: [N:1]12[CH2:7][C:4]([C:8]([C:16]3[CH:21]=[CH:20][CH:19]=[CH:18][CH:17]=3)([C:10]3[CH:15]=[CH:14][CH:13]=[CH:12][CH:11]=3)[OH:9])([CH2:5][CH2:6]1)[CH2:3][CH2:2]2.[Br:22][CH2:23][CH2:24][O:25][CH3:26]. (4) Given the product [C:24]([O:23][C:21]([N:11]([CH2:10][C:6]1[CH:5]=[C:4]([CH:9]=[CH:8][CH:7]=1)[C:3]([OH:28])=[O:2])[CH2:12][C:13]1[CH:18]=[CH:17][C:16]([Cl:19])=[CH:15][C:14]=1[Cl:20])=[O:22])([CH3:27])([CH3:25])[CH3:26], predict the reactants needed to synthesize it. The reactants are: C[O:2][C:3](=[O:28])[C:4]1[CH:9]=[CH:8][CH:7]=[C:6]([CH2:10][N:11]([C:21]([O:23][C:24]([CH3:27])([CH3:26])[CH3:25])=[O:22])[CH2:12][C:13]2[CH:18]=[CH:17][C:16]([Cl:19])=[CH:15][C:14]=2[Cl:20])[CH:5]=1.O.[OH-].[Na+].Cl.